From a dataset of NCI-60 drug combinations with 297,098 pairs across 59 cell lines. Regression. Given two drug SMILES strings and cell line genomic features, predict the synergy score measuring deviation from expected non-interaction effect. (1) Drug 1: CC12CCC(CC1=CCC3C2CCC4(C3CC=C4C5=CN=CC=C5)C)O. Drug 2: C1=CC(=C2C(=C1NCCNCCO)C(=O)C3=C(C=CC(=C3C2=O)O)O)NCCNCCO. Cell line: HCT116. Synergy scores: CSS=54.4, Synergy_ZIP=6.77, Synergy_Bliss=3.81, Synergy_Loewe=-15.1, Synergy_HSA=5.29. (2) Drug 1: CCC(=C(C1=CC=CC=C1)C2=CC=C(C=C2)OCCN(C)C)C3=CC=CC=C3.C(C(=O)O)C(CC(=O)O)(C(=O)O)O. Drug 2: CCCCC(=O)OCC(=O)C1(CC(C2=C(C1)C(=C3C(=C2O)C(=O)C4=C(C3=O)C=CC=C4OC)O)OC5CC(C(C(O5)C)O)NC(=O)C(F)(F)F)O. Cell line: NCI-H460. Synergy scores: CSS=59.1, Synergy_ZIP=3.04, Synergy_Bliss=2.76, Synergy_Loewe=-4.93, Synergy_HSA=3.38.